From a dataset of Forward reaction prediction with 1.9M reactions from USPTO patents (1976-2016). Predict the product of the given reaction. (1) Given the reactants [Br:1][C:2]1[CH:3]=[CH:4][C:5]2[O:11][CH2:10][CH2:9][N:8]3[CH:12]=[C:13](I)[N:14]=[C:7]3[C:6]=2[CH:16]=1.[CH:17]([N:20]1[CH:24]=[N:23][CH:22]=[N:21]1)([CH3:19])[CH3:18].C(=O)([O-])[O-].[Cs+].[Cs+].CN(C=O)C, predict the reaction product. The product is: [Br:1][C:2]1[CH:3]=[CH:4][C:5]2[O:11][CH2:10][CH2:9][N:8]3[CH:12]=[C:13]([C:24]4[N:20]([CH:17]([CH3:19])[CH3:18])[N:21]=[CH:22][N:23]=4)[N:14]=[C:7]3[C:6]=2[CH:16]=1. (2) The product is: [CH:1]([CH:4]1[C:10]2=[C:11]3[C:15](=[CH:16][CH:17]=[C:9]2[O:8][CH2:7][CH2:6][NH:5]1)[N:14]([S:18]([C:21]1[CH:26]=[CH:25][CH:24]=[CH:23][CH:22]=1)(=[O:20])=[O:19])[CH:13]=[CH:12]3)([CH3:3])[CH3:2]. Given the reactants [CH:1]([C:4]1[C:10]2=[C:11]3[C:15](=[CH:16][CH:17]=[C:9]2[O:8][CH2:7][CH2:6][N:5]=1)[N:14]([S:18]([C:21]1[CH:26]=[CH:25][CH:24]=[CH:23][CH:22]=1)(=[O:20])=[O:19])[CH:13]=[CH:12]3)([CH3:3])[CH3:2].[BH3-]C#N.[Na+], predict the reaction product. (3) Given the reactants [Cl:1][C:2]1[CH:7]=[CH:6][C:5]([C:8]2[N:12]([C:13]3[CH:18]=[CH:17][C:16]([O:19][CH3:20])=[CH:15][CH:14]=3)[N:11]=[C:10]([CH2:21][CH2:22][C:23]([OH:25])=[O:24])[CH:9]=2)=[CH:4][CH:3]=1.[CH2:26](O)[CH3:27].OS(O)(=O)=O.CCCCCC, predict the reaction product. The product is: [CH2:26]([O:24][C:23](=[O:25])[CH2:22][CH2:21][C:10]1[CH:9]=[C:8]([C:5]2[CH:4]=[CH:3][C:2]([Cl:1])=[CH:7][CH:6]=2)[N:12]([C:13]2[CH:18]=[CH:17][C:16]([O:19][CH3:20])=[CH:15][CH:14]=2)[N:11]=1)[CH3:27]. (4) Given the reactants [F:1][C:2]([F:7])([F:6])[C:3]([OH:5])=[O:4].[CH:8]([NH:11][C:12]([CH2:14][O:15][C:16]1[CH:17]=[C:18]([CH:38]=[CH:39][CH:40]=1)[C:19]([C:21]1[C:30]2[C:25](=[CH:26][C:27]([O:33][CH3:34])=[C:28]([O:31][CH3:32])[CH:29]=2)[C:24]([C:35]([OH:37])=[O:36])=[CH:23][N:22]=1)=[O:20])=[O:13])([CH3:10])[CH3:9].[CH3:41][CH:42](N)[C:43]1C=CC=[CH:45][CH:44]=1, predict the reaction product. The product is: [F:1][C:2]([F:7])([F:6])[C:3]([OH:5])=[O:4].[CH3:34][O:33][C:27]1[CH:26]=[C:25]2[C:30](=[CH:29][C:28]=1[O:31][CH3:32])[C:21]([C:19](=[O:20])[C:18]1[CH:38]=[CH:39][CH:40]=[C:16]([O:15][CH2:14][C:12](=[O:13])[NH:11][CH:8]([C:10]3[CH:45]=[CH:44][CH:43]=[CH:42][CH:41]=3)[CH3:9])[CH:17]=1)=[N:22][CH:23]=[C:24]2[C:35]([OH:37])=[O:36]. (5) Given the reactants [C@@H:1]1([NH:10][C:11]2[C:12]3[CH:19]=[CH:18][N:17]([C@H:20]4[C@@H:24]5[O:25]C(C)(C)[O:27][C@@H:23]5[C@H:22]([CH2:30][OH:31])[CH2:21]4)[C:13]=3[N:14]=[CH:15][N:16]=2)[C:9]2[C:4](=[CH:5][CH:6]=[CH:7][CH:8]=2)[CH2:3][CH2:2]1.N1C=CC=CC=1.Cl[S:39]([NH2:42])(=[O:41])=[O:40], predict the reaction product. The product is: [S:39](=[O:41])(=[O:40])([O:31][CH2:30][C@@H:22]1[CH2:21][C@@H:20]([N:17]2[C:13]3[N:14]=[CH:15][N:16]=[C:11]([NH:10][C@@H:1]4[C:9]5[C:4](=[CH:5][CH:6]=[CH:7][CH:8]=5)[CH2:3][CH2:2]4)[C:12]=3[CH:19]=[CH:18]2)[C@H:24]([OH:25])[C@@H:23]1[OH:27])[NH2:42]. (6) Given the reactants [Cl:1][C:2]1[S:6][C:5]([B:7]([OH:9])[OH:8])=[CH:4][CH:3]=1.O[C:11]([C:14](O)([CH3:16])[CH3:15])([CH3:13])[CH3:12], predict the reaction product. The product is: [Cl:1][C:2]1[S:6][C:5]([B:7]2[O:9][C:14]([CH3:16])([CH3:15])[C:11]([CH3:13])([CH3:12])[O:8]2)=[CH:4][CH:3]=1. (7) The product is: [ClH:28].[NH2:20][C@@H:18]1[CH2:19][C@H:17]1[C:11]1[CH:12]=[CH:13][C:14]([O:15][CH3:16])=[C:9]([CH:10]=1)[C:7]([NH:6][CH:1]1[CH2:5][CH2:4][CH2:3][CH2:2]1)=[O:8]. Given the reactants [CH:1]1([NH:6][C:7]([C:9]2[CH:10]=[C:11]([C@@H:17]3[CH2:19][C@H:18]3[NH:20]C(=O)OC(C)(C)C)[CH:12]=[CH:13][C:14]=2[O:15][CH3:16])=[O:8])[CH2:5][CH2:4][CH2:3][CH2:2]1.[ClH:28].C(OCC)(=O)C, predict the reaction product.